The task is: Predict the reactants needed to synthesize the given product.. This data is from Full USPTO retrosynthesis dataset with 1.9M reactions from patents (1976-2016). Given the product [C:23]([C:15]1[C:14]([NH:13][C:8]([C:5]2[S:6][CH:7]=[C:3]([C:2]([F:1])([F:12])[F:11])[N:4]=2)=[O:10])=[C:19]([Cl:20])[C:18]([O:21][CH3:22])=[CH:17][CH:16]=1)(=[O:25])[CH3:24], predict the reactants needed to synthesize it. The reactants are: [F:1][C:2]([F:12])([F:11])[C:3]1[N:4]=[C:5]([C:8]([OH:10])=O)[S:6][CH:7]=1.[NH2:13][C:14]1[C:19]([Cl:20])=[C:18]([O:21][CH3:22])[CH:17]=[CH:16][C:15]=1[C:23](=[O:25])[CH3:24].C(C1C(NC(C2SCC(C(F)(F)F)N=2)=O)=C(C)C(OC)=CC=1)(=O)C.